From a dataset of Forward reaction prediction with 1.9M reactions from USPTO patents (1976-2016). Predict the product of the given reaction. (1) Given the reactants FC(F)(F)S(O[C:7]1[CH:16]=[C:15]2[C:10]([CH:11]([C:17]3[CH:22]=[CH:21][C:20]([Cl:23])=[C:19]([Cl:24])[CH:18]=3)[CH2:12][NH:13][CH2:14]2)=[CH:9][CH:8]=1)(=O)=O.[CH3:27][C:28]1[C:32](B(O)O)=[C:31]([CH3:36])[O:30][N:29]=1.C(=O)([O-])[O-].[Cs+].[Cs+], predict the reaction product. The product is: [Cl:24][C:19]1[CH:18]=[C:17]([CH:11]2[C:10]3[C:15](=[CH:16][C:7]([C:32]4[C:28]([CH3:27])=[N:29][O:30][C:31]=4[CH3:36])=[CH:8][CH:9]=3)[CH2:14][NH:13][CH2:12]2)[CH:22]=[CH:21][C:20]=1[Cl:23]. (2) Given the reactants [Cl:1][C:2]1[CH:7]=[C:6]([O:8][CH3:9])[C:5]([N+:10]([O-])=O)=[CH:4][C:3]=1[CH2:13][C:14]([F:17])([F:16])[F:15].[Sn](Cl)Cl.C([O-])(O)=O.[Na+], predict the reaction product. The product is: [Cl:1][C:2]1[C:3]([CH2:13][C:14]([F:16])([F:17])[F:15])=[CH:4][C:5]([NH2:10])=[C:6]([O:8][CH3:9])[CH:7]=1. (3) Given the reactants CO[C:3]([C:5]1[N:10]=[CH:9][C:8]([B:11]([OH:13])[OH:12])=[CH:7][CH:6]=1)=[O:4].[NH:14]1[CH2:19][CH2:18][O:17][CH2:16][CH2:15]1, predict the reaction product. The product is: [N:14]1([C:3]([C:5]2[N:10]=[CH:9][C:8]([B:11]([OH:12])[OH:13])=[CH:7][CH:6]=2)=[O:4])[CH2:19][CH2:18][O:17][CH2:16][CH2:15]1. (4) Given the reactants Cl.[F:2][C:3]1[CH:4]=[C:5]([C@H:10]([CH:14]2[CH2:17][NH:16][CH2:15]2)[CH:11]([CH3:13])[CH3:12])[CH:6]=[C:7]([F:9])[CH:8]=1.C([O-])([O-])=O.[Cs+].[Cs+].Br[CH:25]([C:34]1[CH:39]=[CH:38][C:37]([Cl:40])=[CH:36][CH:35]=1)[C:26]1[CH:27]=[C:28]([CH:31]=[CH:32][CH:33]=1)[C:29]#[N:30], predict the reaction product. The product is: [Cl:40][C:37]1[CH:36]=[CH:35][C:34]([C@H:25]([N:16]2[CH2:15][CH:14]([C@@H:10]([C:5]3[CH:6]=[C:7]([F:9])[CH:8]=[C:3]([F:2])[CH:4]=3)[CH:11]([CH3:13])[CH3:12])[CH2:17]2)[C:26]2[CH:27]=[C:28]([CH:31]=[CH:32][CH:33]=2)[C:29]#[N:30])=[CH:39][CH:38]=1. (5) Given the reactants [F:1][C:2]1[CH:3]=[CH:4][CH:5]=[C:6]2[C:11]=1[CH2:10][C:9](=O)[CH2:8][CH2:7]2.[N+:13]([C:16]1[CH:21]=[CH:20][CH:19]=[CH:18][C:17]=1[S:22]([N:25]([CH2:35][C:36]1[CH:41]=[CH:40][CH:39]=[CH:38][N:37]=1)[CH2:26][C:27]1[CH:32]=[CH:31][C:30]([CH2:33][NH2:34])=[CH:29][CH:28]=1)(=[O:24])=[O:23])([O-:15])=[O:14].[BH-](OC(C)=O)(OC(C)=O)OC(C)=O.[Na+], predict the reaction product. The product is: [N+:13]([C:16]1[CH:21]=[CH:20][CH:19]=[CH:18][C:17]=1[S:22]([N:25]([CH2:35][C:36]1[CH:41]=[CH:40][CH:39]=[CH:38][N:37]=1)[CH2:26][C:27]1[CH:32]=[CH:31][C:30]([CH2:33][NH:34][CH:9]2[CH2:8][CH2:7][C:6]3[C:11](=[C:2]([F:1])[CH:3]=[CH:4][CH:5]=3)[CH2:10]2)=[CH:29][CH:28]=1)(=[O:23])=[O:24])([O-:15])=[O:14].